From a dataset of Full USPTO retrosynthesis dataset with 1.9M reactions from patents (1976-2016). Predict the reactants needed to synthesize the given product. (1) The reactants are: [OH-].[Na+].[OH:3][C:4](C(F)(F)F)=O.[CH2:10]([O:17][CH:18]1[C:23](=[O:24])[CH2:22][CH2:21][NH:20][CH2:19]1)[C:11]1[CH:16]=[CH:15][CH:14]=[CH:13][CH:12]=1.[C:25](O[C:25]([O:27][C:28]([CH3:31])([CH3:30])[CH3:29])=[O:26])([O:27][C:28]([CH3:31])([CH3:30])[CH3:29])=[O:26].[CH2:40]1COCC1. Given the product [CH2:10]([O:17][CH:18]1[C:23]([O:3][CH3:4])([O:24][CH3:40])[CH2:22][CH2:21][N:20]([C:25]([O:27][C:28]([CH3:31])([CH3:30])[CH3:29])=[O:26])[CH2:19]1)[C:11]1[CH:12]=[CH:13][CH:14]=[CH:15][CH:16]=1, predict the reactants needed to synthesize it. (2) Given the product [CH2:3]([C:5]1[N:6]([CH3:22])[C:7]2[C:12]([C:13]=1[C:14]([OH:19])=[O:1])=[CH:11][CH:10]=[C:9]([O:20][CH3:21])[CH:8]=2)[CH3:4], predict the reactants needed to synthesize it. The reactants are: [OH-:1].[K+].[CH2:3]([C:5]1[N:6]([CH3:22])[C:7]2[C:12]([C:13]=1[C:14](=[O:19])C(F)(F)F)=[CH:11][CH:10]=[C:9]([O:20][CH3:21])[CH:8]=2)[CH3:4]. (3) Given the product [Li+:32].[F:27][C:17]1[C:18]([N:22]2[CH2:23][CH2:24][CH2:25][CH2:26]2)=[CH:19][CH:20]=[CH:21][C:16]=1[O:15][C:13]1[CH2:14][N:10]([C@@H:5]([CH2:6][CH:7]([CH3:9])[CH3:8])[C:4]([O-:29])=[O:3])[C:11](=[O:28])[CH:12]=1, predict the reactants needed to synthesize it. The reactants are: C([O:3][C:4](=[O:29])[C@@H:5]([N:10]1[CH2:14][C:13]([O:15][C:16]2[CH:21]=[CH:20][CH:19]=[C:18]([N:22]3[CH2:26][CH2:25][CH2:24][CH2:23]3)[C:17]=2[F:27])=[CH:12][C:11]1=[O:28])[CH2:6][CH:7]([CH3:9])[CH3:8])C.O.[OH-].[Li+:32]. (4) Given the product [CH3:1][C:2]([CH3:18])([OH:17])[CH2:3][N:4]1[C:16]2[C:15]3[C:14](=[CH:13][CH:12]=[CH:11][CH:10]=3)[N:19]3[N:20]=[N:21][N:9]=[C:8]3[C:7]=2[N:6]=[CH:5]1, predict the reactants needed to synthesize it. The reactants are: [CH3:1][C:2]([CH3:18])([OH:17])[CH2:3][N:4]1[C:16]2[C:15]3[CH:14]=[CH:13][CH:12]=[CH:11][C:10]=3[N:9]=[CH:8][C:7]=2[N:6]=[CH:5]1.[NH2:19][NH2:20].[N:21]([O-])=O.[Na+]. (5) Given the product [ClH:13].[CH2:1]1[C:9]2[C:4](=[CH:5][C:6]([CH2:10][NH2:11])=[CH:7][CH:8]=2)[CH2:3][CH2:2]1, predict the reactants needed to synthesize it. The reactants are: [CH2:1]1[C:9]2[C:4](=[CH:5][C:6]([CH:10]=[N:11]O)=[CH:7][CH:8]=2)[CH2:3][CH2:2]1.[ClH:13]. (6) Given the product [F:17][C:18]1[CH:23]=[CH:22][C:21]([O:24][C:2]2[C:3]([C:12]([OH:14])=[O:13])=[N:4][C:5]3[C:10]([N:11]=2)=[CH:9][CH:8]=[CH:7][CH:6]=3)=[C:20]([O:25][CH3:26])[CH:19]=1, predict the reactants needed to synthesize it. The reactants are: Cl[C:2]1[C:3]([C:12]([O:14]CC)=[O:13])=[N:4][C:5]2[C:10]([N:11]=1)=[CH:9][CH:8]=[CH:7][CH:6]=2.[F:17][C:18]1[CH:23]=[CH:22][C:21]([OH:24])=[C:20]([O:25][CH3:26])[CH:19]=1.C([O-])([O-])=O.[Cs+].[Cs+].O.